Dataset: Catalyst prediction with 721,799 reactions and 888 catalyst types from USPTO. Task: Predict which catalyst facilitates the given reaction. (1) Reactant: [Cl-].[CH3:2][O:3][CH2:4][P+](C1C=CC=CC=1)(C1C=CC=CC=1)C1C=CC=CC=1.[Li]CCCC.[F:29][C:30]1[CH:31]=[C:32]([C:36]#[C:37][C:38]2[CH:47]=[C:46]3[C:41]([C:42](=[O:54])[N:43]4[CH2:52][CH2:51][C:50](=O)[CH2:49][CH2:48][C:44]4=[N:45]3)=[CH:40][CH:39]=2)[CH:33]=[CH:34][CH:35]=1. Product: [F:29][C:30]1[CH:31]=[C:32]([C:36]#[C:37][C:38]2[CH:47]=[C:46]3[C:41]([C:42](=[O:54])[N:43]4[CH2:52][CH2:51]/[C:50](=[CH:2]\[O:3][CH3:4])/[CH2:49][CH2:48][C:44]4=[N:45]3)=[CH:40][CH:39]=2)[CH:33]=[CH:34][CH:35]=1. The catalyst class is: 1. (2) Reactant: [Cl:1][C:2]1[C:3]([O:12][C:13]2[CH:18]=[C:17]([O:19][CH:20]([CH3:22])[CH3:21])[CH:16]=[CH:15][C:14]=2/[CH:23]=[C:24](\[CH3:28])/[C:25]([OH:27])=O)=[N:4][CH:5]=[C:6]([C:8]([F:11])([F:10])[F:9])[CH:7]=1.Cl.C(N=C=NCCCN(C)C)C.[S:41]1[CH:45]=[CH:44][CH:43]=[C:42]1[CH2:46][CH2:47][NH:48][S:49]([NH2:52])(=[O:51])=[O:50].Cl. Product: [Cl:1][C:2]1[C:3]([O:12][C:13]2[CH:18]=[C:17]([O:19][CH:20]([CH3:21])[CH3:22])[CH:16]=[CH:15][C:14]=2/[CH:23]=[C:24](\[CH3:28])/[C:25]([NH:52][S:49]([NH:48][CH2:47][CH2:46][C:42]2[S:41][CH:45]=[CH:44][CH:43]=2)(=[O:50])=[O:51])=[O:27])=[N:4][CH:5]=[C:6]([C:8]([F:9])([F:10])[F:11])[CH:7]=1. The catalyst class is: 766.